Dataset: Reaction yield outcomes from USPTO patents with 853,638 reactions. Task: Predict the reaction yield, written as a fraction of the theoretical maximum amount of product (1.0 means a 100% yield; for example, 0.34 means a 34% yield). (1) The reactants are [OH-].[K+].[CH:3](=O)[C:4]1[CH:9]=[CH:8][CH:7]=[CH:6][CH:5]=1.[Br:11][C:12]1[CH:13]=[C:14]([CH2:18][C:19]#[N:20])[CH:15]=[CH:16][CH:17]=1.[BH4-].[Na+]. The catalyst is C(O)C.O. The product is [Br:11][C:12]1[CH:13]=[C:14]([CH:18]([CH2:3][C:4]2[CH:9]=[CH:8][CH:7]=[CH:6][CH:5]=2)[C:19]#[N:20])[CH:15]=[CH:16][CH:17]=1. The yield is 0.520. (2) The reactants are [Cl:1][C:2]1[N:3]=[C:4]2[CH:9]=[CH:8][C:7](Cl)=[N:6][N:5]2[CH:11]=1.[NH:12]1[CH2:17][CH2:16][O:15][CH2:14][CH2:13]1. The catalyst is O. The product is [Cl:1][C:2]1[N:3]=[C:4]2[CH:9]=[CH:8][C:7]([N:12]3[CH2:17][CH2:16][O:15][CH2:14][CH2:13]3)=[N:6][N:5]2[CH:11]=1. The yield is 0.950. (3) The reactants are Cl.[CH2:2]([NH:4][C:5]1[CH:6]=[N:7][O:8][C:9]=1[CH3:10])[CH3:3].C(Cl)Cl.[C:14](Cl)(=[O:18])[CH:15]([CH3:17])[CH3:16]. The catalyst is O. The product is [CH2:2]([N:4]([C:5]1[CH:6]=[N:7][O:8][C:9]=1[CH3:10])[C:14](=[O:18])[CH:15]([CH3:17])[CH3:16])[CH3:3]. The yield is 0.720. (4) No catalyst specified. The product is [F:1][C:2]1[CH:8]=[C:7]([F:9])[C:6]([N+:15]([O-:17])=[O:16])=[CH:5][C:3]=1[NH2:4]. The yield is 0.693. The reactants are [F:1][C:2]1[CH:8]=[C:7]([F:9])[CH:6]=[CH:5][C:3]=1[NH2:4].S(=O)(=O)(O)O.[N+:15]([O-])([OH:17])=[O:16]. (5) The catalyst is C(Cl)Cl.CC(C)[O-].CC(C)[O-].CC(C)[O-].[Ti](Cl)(Cl)(Cl)Cl. The reactants are [N:1]1[CH:6]=[CH:5][CH:4]=[C:3]([NH2:7])[N:2]=1.[CH3:8][O:9][C:10]1[CH:17]=[CH:16][C:13]([CH:14]=O)=[CH:12][CH:11]=1.C(O[BH-](OC(=O)C)OC(=O)C)(=O)C.[Na+]. The yield is 0.250. The product is [CH3:8][O:9][C:10]1[CH:17]=[CH:16][C:13]([CH2:14][NH:7][C:3]2[N:2]=[N:1][CH:6]=[CH:5][CH:4]=2)=[CH:12][CH:11]=1. (6) The reactants are CCN(C(C)C)C(C)C.I[CH2:11][CH2:12][CH2:13][CH2:14][CH2:15][CH2:16][CH2:17][CH2:18][CH2:19][CH2:20][CH2:21][CH2:22][CH2:23][CH2:24][CH2:25][CH3:26].[CH3:27][C@@H:28]([C:31]([N:33]1[C@H:37]([C:38]([OH:40])=[O:39])[CH2:36][CH2:35][CH2:34]1)=[O:32])[CH2:29][SH:30].C1CCN2C(=NCCC2)CC1. The catalyst is O1CCCC1. The product is [CH2:11]([S:30][CH2:29][C@@H:28]([CH3:27])[C:31]([N:33]1[CH2:34][CH2:35][CH2:36][C@H:37]1[C:38]([OH:40])=[O:39])=[O:32])[CH2:12][CH2:13][CH2:14][CH2:15][CH2:16][CH2:17][CH2:18][CH2:19][CH2:20][CH2:21][CH2:22][CH2:23][CH2:24][CH2:25][CH3:26]. The yield is 0.480.